Dataset: Forward reaction prediction with 1.9M reactions from USPTO patents (1976-2016). Task: Predict the product of the given reaction. (1) Given the reactants Br[CH2:2][C:3]1[C:4]([C:9]#[N:10])=[N:5][CH:6]=[CH:7][CH:8]=1.[CH3:11][O-:12].[Na+], predict the reaction product. The product is: [CH3:11][O:12][CH2:2][C:3]1[C:4]([C:9]#[N:10])=[N:5][CH:6]=[CH:7][CH:8]=1. (2) Given the reactants [Si:1]([O:8][CH2:9][C:10]1([CH2:24][O:25][Si:26]([C:29]([CH3:32])([CH3:31])[CH3:30])([CH3:28])[CH3:27])[CH2:14][CH2:13][CH:12]([CH2:15][OH:16])[N:11]1[C:17]([O:19][C:20]([CH3:23])([CH3:22])[CH3:21])=[O:18])([C:4]([CH3:7])([CH3:6])[CH3:5])([CH3:3])[CH3:2].[C:33]1([CH3:43])[CH:38]=[CH:37][C:36]([S:39](Cl)(=[O:41])=[O:40])=[CH:35][CH:34]=1, predict the reaction product. The product is: [Si:26]([O:25][CH2:24][C:10]1([CH2:9][O:8][Si:1]([C:4]([CH3:7])([CH3:5])[CH3:6])([CH3:3])[CH3:2])[CH2:14][CH2:13][CH:12]([CH2:15][O:16][S:39]([C:36]2[CH:37]=[CH:38][C:33]([CH3:43])=[CH:34][CH:35]=2)(=[O:41])=[O:40])[N:11]1[C:17]([O:19][C:20]([CH3:21])([CH3:22])[CH3:23])=[O:18])([C:29]([CH3:32])([CH3:31])[CH3:30])([CH3:27])[CH3:28]. (3) Given the reactants C[O:2][C:3]([C:5]1[NH:13][C:8]2=[N:9][CH:10]=[CH:11][CH:12]=[C:7]2[CH:6]=1)=[O:4].[H-].[Na+].Br[CH2:17][C:18]1[CH:22]=[C:21]([C:23]2[S:24][C:25]([Cl:28])=[CH:26][CH:27]=2)[O:20][N:19]=1.[OH-].[Na+], predict the reaction product. The product is: [Cl:28][C:25]1[S:24][C:23]([C:21]2[O:20][N:19]=[C:18]([CH2:17][N:13]3[C:8]4=[N:9][CH:10]=[CH:11][CH:12]=[C:7]4[CH:6]=[C:5]3[C:3]([OH:2])=[O:4])[CH:22]=2)=[CH:27][CH:26]=1. (4) The product is: [Cl:18][C:19]1[C:14]2[N:13]([CH:17]=[CH:16][CH:15]=2)[C:12]2[CH:11]=[CH:10][CH:9]=[C:3]([C:4]([O:6][CH2:7][CH3:8])=[O:5])[C:2]=2[N:1]=1. Given the reactants [NH2:1][C:2]1[C:12]([N:13]2[CH:17]=[CH:16][CH:15]=[CH:14]2)=[CH:11][CH:10]=[CH:9][C:3]=1[C:4]([O:6][CH2:7][CH3:8])=[O:5].[Cl:18][C:19](Cl)(OC(=O)OC(Cl)(Cl)Cl)Cl, predict the reaction product. (5) Given the reactants [C:1]([O:5][C:6]([N:8]1[CH2:15][CH2:14][CH2:13][C@H:9]1[C:10]([OH:12])=[O:11])=[O:7])([CH3:4])([CH3:3])[CH3:2].[N:16]1[CH:21]=[CH:20][CH:19]=[C:18]([CH2:22][CH2:23][CH2:24]O)[CH:17]=1.C12(CS(O)(=O)=O)C(C)(C)C(CC1)CC2=O, predict the reaction product. The product is: [C:1]([O:5][C:6]([N:8]1[CH2:15][CH2:14][CH2:13][CH:9]1[C:10]([O:12][CH2:24][CH2:23][CH2:22][C:18]1[CH:17]=[N:16][CH:21]=[CH:20][CH:19]=1)=[O:11])=[O:7])([CH3:4])([CH3:2])[CH3:3]. (6) Given the reactants C12CC(CC1)CC2NC1SC(C)C(=O)N=1.BrC1C=CC(C#N)=CC=1.[CH3:25][C:26]1([C:45]2[CH:52]=[CH:51][C:48]([C:49]#[N:50])=[CH:47][CH:46]=2)[S:30][C:29]([NH:31][C@H:32]([C:34]2[CH:39]=[CH:38][CH:37]=[CH:36]C=2C(F)(F)F)[CH3:33])=[N:28][C:27]1=[O:44], predict the reaction product. The product is: [CH:34]12[CH2:36][CH:37]([CH2:38][CH2:39]1)[CH2:33][CH:32]2[NH:31][C:29]1[S:30][C:26]([C:45]2[CH:46]=[CH:47][C:48]([C:49]#[N:50])=[CH:51][CH:52]=2)([CH3:25])[C:27](=[O:44])[N:28]=1.